From a dataset of Catalyst prediction with 721,799 reactions and 888 catalyst types from USPTO. Predict which catalyst facilitates the given reaction. Reactant: [Cl:1][C:2]1[CH:3]=[C:4]([C:6]([F:10])=[CH:7][C:8]=1[Cl:9])[NH2:5].Cl[C:12]1[C:21]2[C:16](=[CH:17][CH:18]=[C:19]([N+:22]([O-:24])=[O:23])[CH:20]=2)[N:15]=[CH:14][N:13]=1. Product: [Cl:1][C:2]1[CH:3]=[C:4]([NH:5][C:12]2[C:21]3[C:16](=[CH:17][CH:18]=[C:19]([N+:22]([O-:24])=[O:23])[CH:20]=3)[N:15]=[CH:14][N:13]=2)[C:6]([F:10])=[CH:7][C:8]=1[Cl:9]. The catalyst class is: 32.